From a dataset of Forward reaction prediction with 1.9M reactions from USPTO patents (1976-2016). Predict the product of the given reaction. (1) The product is: [C:1]12([CH2:11][C:12]([NH:40][CH2:39][C:35]3[S:34][CH:38]=[CH:37][CH:36]=3)=[O:13])[CH2:10][CH:5]3[CH2:6][CH:7]([CH2:9][CH:3]([CH2:4]3)[CH2:2]1)[CH2:8]2. Given the reactants [C:1]12([CH2:11][C:12](O)=[O:13])[CH2:10][CH:5]3[CH2:6][CH:7]([CH2:9][CH:3]([CH2:4]3)[CH2:2]1)[CH2:8]2.CCN=C=NCCCN(C)C.Cl.C(N(CC)CC)C.[S:34]1[CH:38]=[CH:37][CH:36]=[C:35]1[CH2:39][NH2:40], predict the reaction product. (2) Given the reactants [NH2:1][C:2]1[C:11]([C:12]2[S:13][C:14]3[CH:20]=[CH:19][C:18]([NH2:21])=[CH:17][C:15]=3[CH:16]=2)=[CH:10][C:5]([C:6]([O:8][CH3:9])=[O:7])=[CH:4][N:3]=1.[F:22][C:23]1[CH:28]=[CH:27][C:26]([CH3:29])=[CH:25][C:24]=1[N:30]=[C:31]=[O:32], predict the reaction product. The product is: [NH2:1][C:2]1[C:11]([C:12]2[S:13][C:14]3[CH:20]=[CH:19][C:18]([NH:21][C:31]([NH:30][C:24]4[CH:25]=[C:26]([CH3:29])[CH:27]=[CH:28][C:23]=4[F:22])=[O:32])=[CH:17][C:15]=3[CH:16]=2)=[CH:10][C:5]([C:6]([O:8][CH3:9])=[O:7])=[CH:4][N:3]=1. (3) Given the reactants [NH2:1][CH2:2][CH2:3][C:4]1[CH:9]=[CH:8][C:7]([NH:10][C:11]([NH:13][C:14]([N:16]2[CH2:20][CH2:19][CH2:18][CH2:17]2)=[NH:15])=[NH:12])=[CH:6][CH:5]=1.O=C1CCC(=O)N1[CH:28]([CH2:32][CH2:33][CH2:34][CH:35]1[S:43][CH:38]2[NH:39][C:40](=[O:42])[NH:41][CH:37]2[CH2:36]1)[C:29]([O-])=[O:30].C(N(CC)CC)C, predict the reaction product. The product is: [NH:15]=[C:14]([N:16]1[CH2:20][CH2:19][CH2:18][CH2:17]1)[NH:13][C:11](=[NH:12])[NH:10][C:7]1[CH:8]=[CH:9][C:4]([CH2:3][CH2:2][NH:1][C:29](=[O:30])[CH2:28][CH2:32][CH2:33][CH2:34][CH:35]2[S:43][CH:38]3[NH:39][C:40](=[O:42])[NH:41][CH:37]3[CH2:36]2)=[CH:5][CH:6]=1. (4) Given the reactants CP(C)C.O1CCCC1.[CH2:10]([O:12][C:13]([C@:15]1([N:37]=[N+]=[N-])[C@H:20]([S:21][CH2:22][C:23]2[CH:28]=[CH:27][C:26]([Cl:29])=[C:25]([Cl:30])[CH:24]=2)[CH2:19][C@@H:18]2[C@H:16]1[C@@:17]2([F:36])[C:31]([O:33][CH2:34][CH3:35])=[O:32])=[O:14])[CH3:11].C(=O)([O-])O.[Na+], predict the reaction product. The product is: [CH2:10]([O:12][C:13]([C@:15]1([NH2:37])[C@H:20]([S:21][CH2:22][C:23]2[CH:28]=[CH:27][C:26]([Cl:29])=[C:25]([Cl:30])[CH:24]=2)[CH2:19][C@@H:18]2[C@H:16]1[C@@:17]2([F:36])[C:31]([O:33][CH2:34][CH3:35])=[O:32])=[O:14])[CH3:11]. (5) Given the reactants [CH2:1]([C:3]1[C:11]2[C:6](=[N:7][CH:8]=[CH:9][CH:10]=2)[N:5]([NH2:12])[CH:4]=1)[CH3:2].[F:13][C:14]1[CH:15]=[C:16]([C:20]2[N:25]=[C:24]([CH3:26])[C:23]([C:27](O)=[O:28])=[CH:22][N:21]=2)[CH:17]=[CH:18][CH:19]=1.CN(C(ON1N=NC2C=CC=NC1=2)=[N+](C)C)C.F[P-](F)(F)(F)(F)F.CCN(C(C)C)C(C)C, predict the reaction product. The product is: [CH2:1]([C:3]1[C:11]2[C:6](=[N:7][CH:8]=[CH:9][CH:10]=2)[N:5]([NH:12][C:27]([C:23]2[C:24]([CH3:26])=[N:25][C:20]([C:16]3[CH:17]=[CH:18][CH:19]=[C:14]([F:13])[CH:15]=3)=[N:21][CH:22]=2)=[O:28])[CH:4]=1)[CH3:2]. (6) Given the reactants [CH3:1][O:2][C:3]1[CH:8]=[C:7]([NH:9][C:10](=[O:35])[C:11]2[CH:16]=[C:15]([CH2:17][C:18]3[C:19](=[O:30])[C:20]([O:28][CH3:29])=[C:21]([O:26][CH3:27])[C:22](=[O:25])[C:23]=3[CH3:24])[CH:14]=[CH:13][C:12]=2[O:31]C(=O)C)[CH:6]=[CH:5][N:4]=1.C(=O)([O-])O.[Na+], predict the reaction product. The product is: [CH3:1][O:2][C:3]1[CH:8]=[C:7]([NH:9][C:10](=[O:35])[C:11]2[CH:16]=[C:15]([CH2:17][C:18]3[C:19](=[O:30])[C:20]([O:28][CH3:29])=[C:21]([O:26][CH3:27])[C:22](=[O:25])[C:23]=3[CH3:24])[CH:14]=[CH:13][C:12]=2[OH:31])[CH:6]=[CH:5][N:4]=1. (7) Given the reactants [CH2:1]=[CH:2][C:3]1[CH:8]=[CH:7][CH:6]=[CH:5][CH:4]=1.[CH2:9]=[CH2:10], predict the reaction product. The product is: [CH2:1]=[CH:2][C:3]1[CH:8]=[CH:7][CH:6]=[CH:5][CH:4]=1.[CH2:9]=[CH2:10].